From a dataset of Forward reaction prediction with 1.9M reactions from USPTO patents (1976-2016). Predict the product of the given reaction. (1) The product is: [CH3:11][O:10][C:8]([C:7]1[CH:12]=[CH:13][C:4]([CH2:3][CH2:2][N:44]([CH2:43][CH2:42][C:37]2[CH:38]=[CH:39][CH:40]=[CH:41][C:36]=2[O:35][CH2:34][C:33]2[CH:32]=[CH:31][C:30]([CH2:29][CH2:28][C:25]3[CH:26]=[CH:27][C:22]([C:21]([F:63])([F:20])[F:62])=[CH:23][CH:24]=3)=[CH:61][CH:60]=2)[CH:45]2[CH2:54][CH2:53][CH2:52][C:51]3[N:50]=[C:49]([C:55]([O:57][CH2:58][CH3:59])=[O:56])[CH:48]=[CH:47][C:46]2=3)=[CH:5][CH:6]=1)=[O:9]. Given the reactants I[CH2:2][CH2:3][C:4]1[CH:13]=[CH:12][C:7]([C:8]([O:10][CH3:11])=[O:9])=[CH:6][CH:5]=1.C(=O)([O-])[O-].[Na+].[Na+].[F:20][C:21]([F:63])([F:62])[C:22]1[CH:27]=[CH:26][C:25]([CH2:28][CH2:29][C:30]2[CH:61]=[CH:60][C:33]([CH2:34][O:35][C:36]3[CH:41]=[CH:40][CH:39]=[CH:38][C:37]=3[CH2:42][CH2:43][NH:44][CH:45]3[CH2:54][CH2:53][CH2:52][C:51]4[N:50]=[C:49]([C:55]([O:57][CH2:58][CH3:59])=[O:56])[CH:48]=[CH:47][C:46]3=4)=[CH:32][CH:31]=2)=[CH:24][CH:23]=1, predict the reaction product. (2) Given the reactants [CH2:1]([N:4]([CH2:15]/[CH:16]=[N:17]/[OH:18])[C:5](=[O:14])[O:6][CH2:7][C:8]1[CH:13]=[CH:12][CH:11]=[CH:10][CH:9]=1)[CH:2]=[CH2:3].Cl[O-].[Na+], predict the reaction product. The product is: [N:17]1[O:18][CH2:3][CH:2]2[CH2:1][N:4]([C:5]([O:6][CH2:7][C:8]3[CH:13]=[CH:12][CH:11]=[CH:10][CH:9]=3)=[O:14])[CH2:15][C:16]=12. (3) Given the reactants [Cl:1][C:2]1[C:7]2[CH:8]=[CH:9][O:10][C:6]=2[CH:5]=[CH:4][C:3]=1[OH:11], predict the reaction product. The product is: [Cl:1][C:2]1[C:7]2[CH2:8][CH2:9][O:10][C:6]=2[CH:5]=[CH:4][C:3]=1[OH:11]. (4) Given the reactants Cl[C:2]1[N:7]=[C:6]([CH3:8])[CH:5]=[C:4]([CH3:9])[N:3]=1.[NH:10]1[CH2:14][CH2:13][CH2:12][CH2:11]1.C(N(CC)CC)C, predict the reaction product. The product is: [CH3:9][C:4]1[CH:5]=[C:6]([CH3:8])[N:7]=[C:2]([N:10]2[CH2:14][CH2:13][CH2:12][CH2:11]2)[N:3]=1. (5) The product is: [CH3:28][N:10]([CH3:9])[C:11]1([C:21]2[CH:26]=[CH:25][C:24]([F:27])=[CH:23][CH:22]=2)[CH2:12][CH2:13][C:14](=[CH:17][C:18]([NH:2][CH2:7][CH2:6][CH2:46][C:38]2[CH:39]=[CH:40][CH:41]=[CH:42][CH:43]=2)=[O:19])[CH2:15][CH2:16]1. Given the reactants C[N:2]1[CH2:7][CH2:6]OCC1.Cl.[CH3:9][N:10]([CH3:28])[C:11]1([C:21]2[CH:26]=[CH:25][C:24]([F:27])=[CH:23][CH:22]=2)[CH2:16][CH2:15][C:14](=[CH:17][C:18](O)=[O:19])[CH2:13][CH2:12]1.[CH:38]1(N=C=N[CH:38]2[CH2:43][CH2:42][CH2:41][CH2:40][CH2:39]2)[CH2:43][CH2:42][CH2:41][CH2:40][CH2:39]1.[OH-].[Na+].[CH3:46]N(C)C=O, predict the reaction product. (6) Given the reactants C([O:4][C:5]1[CH:10]=[CH:9][CH:8]=[CH:7][C:6]=1[CH:11]=[CH:12][C:13]([NH:15][C@H:16]([C:27]([O:29]C)=[O:28])[CH2:17][C:18]1[C:26]2[C:21](=[CH:22][CH:23]=[CH:24][CH:25]=2)[NH:20][CH:19]=1)=[O:14])(=O)C.[OH-].[Na+:32], predict the reaction product. The product is: [OH:4][C:5]1[CH:10]=[CH:9][CH:8]=[CH:7][C:6]=1[CH:11]=[CH:12][C:13]([NH:15][C@H:16]([C:27]([O-:29])=[O:28])[CH2:17][C:18]1[C:26]2[C:21](=[CH:22][CH:23]=[CH:24][CH:25]=2)[NH:20][CH:19]=1)=[O:14].[Na+:32]. (7) Given the reactants [C:1]([O:5][C:6](=[O:29])[C:7]([O:10]/[N:11]=[C:12](/[C:16]1[N:17]=[C:18]([NH:21][C:22]([O:24][C:25]([CH3:28])([CH3:27])[CH3:26])=[O:23])[S:19][CH:20]=1)\[C:13]([OH:15])=O)([CH3:9])[CH3:8])([CH3:4])([CH3:3])[CH3:2].CN(C(ON1N=NC2C=CC=NC1=2)=[N+](C)C)C.F[P-](F)(F)(F)(F)F.CCN(C(C)C)C(C)C.[C:63]([O:67][C:68](=[O:84])[NH:69][CH2:70][CH2:71][N:72]1[CH:76]=[C:75]([CH2:77][C@@H:78]2[C@H:81]([NH2:82])[C:80](=[O:83])[NH:79]2)[N:74]=[N:73]1)([CH3:66])([CH3:65])[CH3:64], predict the reaction product. The product is: [C:63]([O:67][C:68]([NH:69][CH2:70][CH2:71][N:72]1[CH:76]=[C:75]([CH2:77][C@@H:78]2[C@H:81]([NH:82][C:13](=[O:15])/[C:12](=[N:11]\[O:10][C:7]([CH3:8])([CH3:9])[C:6]([O:5][C:1]([CH3:3])([CH3:4])[CH3:2])=[O:29])/[C:16]3[N:17]=[C:18]([NH:21][C:22]([O:24][C:25]([CH3:28])([CH3:27])[CH3:26])=[O:23])[S:19][CH:20]=3)[C:80](=[O:83])[NH:79]2)[N:74]=[N:73]1)=[O:84])([CH3:66])([CH3:64])[CH3:65].